From a dataset of Reaction yield outcomes from USPTO patents with 853,638 reactions. Predict the reaction yield, written as a fraction of the theoretical maximum amount of product (1.0 means a 100% yield; for example, 0.34 means a 34% yield). (1) The reactants are [F:1][C:2]1[CH:7]=[CH:6][C:5]([CH:8]=[CH:9][C:10]([OH:12])=[O:11])=[CH:4][CH:3]=1.[C:13]1(C)C=CC([C@@H]2C[C@H]2C(O)=O)=CC=1. No catalyst specified. The product is [F:1][C:2]1[CH:3]=[CH:4][C:5]([C@@H:8]2[CH2:13][C@H:9]2[C:10]([OH:12])=[O:11])=[CH:6][CH:7]=1. The yield is 0.0971. (2) The reactants are [CH3:1][O:2][C:3](=[O:24])[CH:4]([C:9]1[CH:14]=[CH:13][C:12]([N+:15]([O-])=O)=[C:11]([C:18]2[CH2:23][CH2:22][CH2:21][CH2:20][CH:19]=2)[CH:10]=1)[C:5]([O:7][CH3:8])=[O:6].[NH4+].[Cl-].O. The catalyst is C(O)C.[Fe]. The product is [CH3:1][O:2][C:3](=[O:24])[CH:4]([C:9]1[CH:14]=[CH:13][C:12]([NH2:15])=[C:11]([C:18]2[CH2:23][CH2:22][CH2:21][CH2:20][CH:19]=2)[CH:10]=1)[C:5]([O:7][CH3:8])=[O:6]. The yield is 0.710. (3) The reactants are Cl.[Cl:2][C:3]1[CH:4]=[C:5]2[C:9](=[CH:10][CH:11]=1)[NH:8][CH:7]=[C:6]2[CH2:12][CH2:13][NH2:14].[CH3:15][O:16][C:17]1[CH:18]=[C:19]([N:23]2[CH2:27][CH2:26][CH:25]([C:28](O)=[O:29])[C:24]2=[O:31])[CH:20]=[CH:21][CH:22]=1.[CH3:15][O:16][C:17]1[CH:18]=[C:19]([N:23]2[CH2:27][CH2:26][CH:25]([C:28](O)=[O:29])[C:24]2=[O:31])[CH:20]=[CH:21][CH:22]=1.C1CN([P+](ON2N=NC3C=CC=CC2=3)(N2CCCC2)N2CCCC2)CC1.F[P-](F)(F)(F)(F)F.C(N(CC)C(C)C)(C)C. The catalyst is ClCCl.CN(C=O)C. The product is [Cl:2][C:3]1[CH:4]=[C:5]2[C:9](=[CH:10][CH:11]=1)[NH:8][CH:7]=[C:6]2[CH2:12][CH2:13][NH:14][C:28]([CH:25]1[CH2:26][CH2:27][N:23]([C:19]2[CH:20]=[CH:21][CH:22]=[C:17]([O:16][CH3:15])[CH:18]=2)[C:24]1=[O:31])=[O:29]. The yield is 0.420. (4) The reactants are [NH2:1][C:2]1[C:7]2[NH:8][C:9](=[S:16])[N:10]([CH2:11][CH2:12][CH2:13][C:14]#[CH:15])[C:6]=2[CH:5]=[CH:4][N:3]=1.[Br:17][C:18]1[CH:23]=[CH:22][C:21]([O:24][CH3:25])=[CH:20][C:19]=1I.CC1C=CC2C=CC3C=CC(C)=NC=3C=2N=1.O.CC([O-])(C)C.[Na+]. The catalyst is CN(C=O)C.[Cu]I. The product is [Br:17][C:18]1[CH:23]=[CH:22][C:21]([O:24][CH3:25])=[CH:20][C:19]=1[S:16][C:9]1[N:10]([CH2:11][CH2:12][CH2:13][C:14]#[CH:15])[C:6]2[CH:5]=[CH:4][N:3]=[C:2]([NH2:1])[C:7]=2[N:8]=1. The yield is 0.190. (5) The product is [OH-:5].[NH4+:8].[CH3:59][O:60][C:61]1[CH:62]=[C:63]([C:69]2[C@@H:78]3[C@@H:73]([CH2:74][CH2:75][CH2:76][CH2:77]3)[C:72](=[O:79])[N:71]([CH:80]3[CH2:81][CH2:82][N:83]([C:16](=[O:18])[C@H:9]([NH:8][C:6](=[O:7])[O:5][C:1]([CH3:2])([CH3:3])[CH3:4])[CH2:10][C:11]4[N:15]=[CH:14][NH:13][CH:12]=4)[CH2:84][CH2:85]3)[N:70]=2)[CH:64]=[CH:65][C:66]=1[O:67][CH3:68]. The catalyst is CN(C=O)C.O. The reactants are [C:1]([O:5][C:6]([NH:8][C@@H:9]([C:16]([OH:18])=O)[CH2:10][C:11]1[N:15]=[CH:14][NH:13][CH:12]=1)=[O:7])([CH3:4])([CH3:3])[CH3:2].CN(C(ON1N=NC2C=CC=CC1=2)=[N+](C)C)C.[B-](F)(F)(F)F.C1C=CC2N(O)N=NC=2C=1.CN1CCOCC1.Cl.[CH3:59][O:60][C:61]1[CH:62]=[C:63]([C:69]2[C@@H:78]3[C@@H:73]([CH2:74][CH2:75][CH2:76][CH2:77]3)[C:72](=[O:79])[N:71]([CH:80]3[CH2:85][CH2:84][NH:83][CH2:82][CH2:81]3)[N:70]=2)[CH:64]=[CH:65][C:66]=1[O:67][CH3:68]. The yield is 0.0200. (6) The reactants are [Cl:1][C:2]1[N:10]=[C:9]([C:11]([F:14])([F:13])[F:12])[CH:8]=[CH:7][C:3]=1[C:4](O)=[O:5].Cl.[CH3:16][NH:17][O:18][CH3:19].CN1CCOCC1.Cl.CN(C)CCCN=C=NCC. The catalyst is C(Cl)Cl.CCOC(C)=O.O. The product is [Cl:1][C:2]1[N:10]=[C:9]([C:11]([F:14])([F:13])[F:12])[CH:8]=[CH:7][C:3]=1[C:4]([N:17]([O:18][CH3:19])[CH3:16])=[O:5]. The yield is 0.920.